From a dataset of Reaction yield outcomes from USPTO patents with 853,638 reactions. Predict the reaction yield, written as a fraction of the theoretical maximum amount of product (1.0 means a 100% yield; for example, 0.34 means a 34% yield). The reactants are [NH:1]([C:3]1[C:4]2[CH:11]=[CH:10][N:9]([CH2:12][O:13][CH2:14][CH2:15][Si:16]([CH3:19])([CH3:18])[CH3:17])[C:5]=2[N:6]=[CH:7][N:8]=1)[NH2:2].[CH3:20][S:21]([C:24]1[CH:31]=[CH:30][C:27]([CH:28]=O)=[CH:26][CH:25]=1)(=[O:23])=[O:22].C(O)(=O)C.C(O)(=O)C.IC1C=CC=CC=1. The catalyst is C(Cl)Cl.CC(O)=O. The product is [CH3:20][S:21]([C:24]1[CH:31]=[CH:30][C:27]([C:28]2[N:8]3[CH:7]=[N:6][C:5]4[N:9]([CH2:12][O:13][CH2:14][CH2:15][Si:16]([CH3:19])([CH3:18])[CH3:17])[CH:10]=[CH:11][C:4]=4[C:3]3=[N:1][N:2]=2)=[CH:26][CH:25]=1)(=[O:22])=[O:23]. The yield is 0.570.